Dataset: Catalyst prediction with 721,799 reactions and 888 catalyst types from USPTO. Task: Predict which catalyst facilitates the given reaction. Reactant: C([O:8][C:9]1[CH:10]=[C:11]([C:20]([C:22]2[S:23][C:24]([CH3:27])=[CH:25][CH:26]=2)=[O:21])[CH:12]=[C:13]2[C:18]=1[N:17]=[CH:16][NH:15][C:14]2=[O:19])C1C=CC=CC=1.B(Br)(Br)Br. Product: [OH:8][C:9]1[CH:10]=[C:11]([C:20]([C:22]2[S:23][C:24]([CH3:27])=[CH:25][CH:26]=2)=[O:21])[CH:12]=[C:13]2[C:18]=1[N:17]=[CH:16][NH:15][C:14]2=[O:19]. The catalyst class is: 4.